This data is from Forward reaction prediction with 1.9M reactions from USPTO patents (1976-2016). The task is: Predict the product of the given reaction. The product is: [CH3:1][C:2]1([CH3:33])[O:7][C@H:6](/[CH:8]=[CH:9]/[C:10]2[CH:15]=[CH:14][C:13]([CH3:16])=[CH:12][CH:11]=2)[CH:5]([NH:17][C:26](=[O:27])[O:28][C:29]([CH3:32])([CH3:31])[CH3:30])[CH2:4][O:3]1. Given the reactants [CH3:1][C:2]1([CH3:33])[O:7][C@H:6](/[CH:8]=[CH:9]/[C:10]2[CH:15]=[CH:14][C:13]([CH3:16])=[CH:12][CH:11]=2)[CH:5]([N:17]([C:26]([O:28][C:29]([CH3:32])([CH3:31])[CH3:30])=[O:27])NC(OC(C)(C)C)=O)[CH2:4][O:3]1.C([O-])([O-])=O.[Cs+].[Cs+].BrCC(OC)=O, predict the reaction product.